From a dataset of Peptide-MHC class I binding affinity with 185,985 pairs from IEDB/IMGT. Regression. Given a peptide amino acid sequence and an MHC pseudo amino acid sequence, predict their binding affinity value. This is MHC class I binding data. (1) The peptide sequence is HSSVAGGLW. The MHC is HLA-B07:02 with pseudo-sequence HLA-B07:02. The binding affinity (normalized) is 0.0847. (2) The peptide sequence is QLEVRSTEV. The MHC is HLA-A25:01 with pseudo-sequence HLA-A25:01. The binding affinity (normalized) is 0.0847. (3) The peptide sequence is KMFTYLMES. The MHC is HLA-B57:01 with pseudo-sequence HLA-B57:01. The binding affinity (normalized) is 0.0847. (4) The peptide sequence is TMEVVQQTR. The MHC is HLA-A03:01 with pseudo-sequence HLA-A03:01. The binding affinity (normalized) is 0.182. (5) The binding affinity (normalized) is 0.349. The peptide sequence is MSYSSVMI. The MHC is H-2-Kb with pseudo-sequence H-2-Kb. (6) The MHC is HLA-B07:02 with pseudo-sequence HLA-B07:02. The peptide sequence is LTSSVIGAL. The binding affinity (normalized) is 0.269.